From a dataset of Reaction yield outcomes from USPTO patents with 853,638 reactions. Predict the reaction yield, written as a fraction of the theoretical maximum amount of product (1.0 means a 100% yield; for example, 0.34 means a 34% yield). The reactants are Cl[C:2]1[N:7]=[C:6]([NH:8][CH3:9])[C:5]([C:10]([F:13])([F:12])[F:11])=[CH:4][N:3]=1.[NH2:14][C:15]1[C:27]([Cl:28])=[CH:26][C:18]2[C:19](=[O:25])[N:20]([CH3:24])[CH2:21][CH2:22][O:23][C:17]=2[CH:16]=1.C1(C)C=CC(S(O)(=O)=O)=CC=1. The catalyst is O1CCOCC1. The product is [Cl:28][C:27]1[C:15]([NH:14][C:2]2[N:7]=[C:6]([NH:8][CH3:9])[C:5]([C:10]([F:13])([F:12])[F:11])=[CH:4][N:3]=2)=[CH:16][C:17]2[O:23][CH2:22][CH2:21][N:20]([CH3:24])[C:19](=[O:25])[C:18]=2[CH:26]=1. The yield is 0.280.